This data is from Forward reaction prediction with 1.9M reactions from USPTO patents (1976-2016). The task is: Predict the product of the given reaction. (1) Given the reactants [C:1]([O:5][C:6]([N:8]1[CH2:13][CH2:12][CH:11]([C:14]2[CH:15]=[C:16]3[C:20](=[CH:21][CH:22]=2)[NH:19][C:18]([C:23]([OH:25])=O)=[CH:17]3)[CH2:10][CH2:9]1)=[O:7])([CH3:4])([CH3:3])[CH3:2].[F:26][C:27]1[CH:33]=[CH:32][C:30]([NH2:31])=[CH:29][CH:28]=1, predict the reaction product. The product is: [C:1]([O:5][C:6]([N:8]1[CH2:13][CH2:12][CH:11]([C:14]2[CH:15]=[C:16]3[C:20](=[CH:21][CH:22]=2)[NH:19][C:18]([C:23](=[O:25])[NH:31][C:30]2[CH:32]=[CH:33][C:27]([F:26])=[CH:28][CH:29]=2)=[CH:17]3)[CH2:10][CH2:9]1)=[O:7])([CH3:3])([CH3:4])[CH3:2]. (2) Given the reactants [CH3:1][C:2]1[CH:7]=[CH:6][N:5]=[CH:4][C:3]=1[N:8]1[CH2:12][CH2:11][NH:10][C:9]1=[O:13].Br[C:15]1[C:19]2[C:20]([Cl:24])=[N:21][CH:22]=[CH:23][C:18]=2[S:17][CH:16]=1.N[C@@H]1CCCC[C@H]1N.P([O-])([O-])([O-])=O.[K+].[K+].[K+], predict the reaction product. The product is: [Cl:24][C:20]1[C:19]2[C:15]([N:10]3[CH2:11][CH2:12][N:8]([C:3]4[CH:4]=[N:5][CH:6]=[CH:7][C:2]=4[CH3:1])[C:9]3=[O:13])=[CH:16][S:17][C:18]=2[CH:23]=[CH:22][N:21]=1.